Dataset: Forward reaction prediction with 1.9M reactions from USPTO patents (1976-2016). Task: Predict the product of the given reaction. Given the reactants [C:1]1([NH:7][C:8]2[CH:13]=[CH:12][CH:11]=[CH:10][CH:9]=2)[CH:6]=[CH:5][CH:4]=[CH:3][CH:2]=1.Br[C:15]1[CH:20]=[CH:19][C:18]([CH3:21])=[CH:17][C:16]=1[CH3:22].CC(C)([O-])C.[Na+], predict the reaction product. The product is: [CH3:22][C:16]1[CH:17]=[C:18]([CH3:21])[CH:19]=[CH:20][C:15]=1[N:7]([C:8]1[CH:9]=[CH:10][CH:11]=[CH:12][CH:13]=1)[C:1]1[CH:6]=[CH:5][CH:4]=[CH:3][CH:2]=1.